From a dataset of Forward reaction prediction with 1.9M reactions from USPTO patents (1976-2016). Predict the product of the given reaction. (1) Given the reactants [C:1]1([S:7]([N:10]2[CH2:14][CH:13]([C:15]3[CH:20]=[CH:19][CH:18]=[C:17](Br)[CH:16]=3)[N:12]([CH:22]([CH3:24])[CH3:23])[C:11]2=[O:25])(=[O:9])=[O:8])[CH:6]=[CH:5][CH:4]=[CH:3][CH:2]=1.[C:26]([NH:30][S:31]([C:34]1[CH:35]=[C:36](B(O)O)[CH:37]=[CH:38][CH:39]=1)(=[O:33])=[O:32])([CH3:29])([CH3:28])[CH3:27].C(=O)([O-])[O-].[Na+].[Na+], predict the reaction product. The product is: [C:26]([NH:30][S:31]([C:34]1[CH:39]=[C:38]([C:17]2[CH:18]=[CH:19][CH:20]=[C:15]([CH:13]3[CH2:14][N:10]([S:7]([C:1]4[CH:6]=[CH:5][CH:4]=[CH:3][CH:2]=4)(=[O:9])=[O:8])[C:11](=[O:25])[N:12]3[CH:22]([CH3:24])[CH3:23])[CH:16]=2)[CH:37]=[CH:36][CH:35]=1)(=[O:33])=[O:32])([CH3:29])([CH3:27])[CH3:28]. (2) Given the reactants [OH:1][C:2]1[CH:19]=[CH:18][CH:17]=[CH:16][C:3]=1[CH2:4][N:5]([CH2:13][CH2:14][CH3:15])C(=O)OC(C)(C)C.Cl, predict the reaction product. The product is: [CH2:13]([NH:5][CH2:4][C:3]1[CH:16]=[CH:17][CH:18]=[CH:19][C:2]=1[OH:1])[CH2:14][CH3:15]. (3) Given the reactants [CH3:1][CH2:2][CH2:3][CH2:4][CH2:5][CH2:6][CH2:7][CH2:8][C:9]1[CH:10]=[CH:11][C:12]([CH2:15][CH2:16][C:17]([NH2:22])([CH2:20][OH:21])[CH2:18][OH:19])=[CH:13][CH:14]=1.[ClH:23].[C:24]([OH:28])(=[O:27])[CH2:25][CH3:26], predict the reaction product. The product is: [CH3:1][CH2:2][CH2:3][CH2:4][CH2:5][CH2:6][CH2:7][CH2:8][C:9]1[CH:14]=[CH:13][C:12]([CH2:15][CH2:16][C:17]([NH2:22])([CH2:18][OH:19])[CH2:20][OH:21])=[CH:11][CH:10]=1.[ClH:23].[C:24]([O-:28])(=[O:27])[CH2:25][CH3:26]. (4) Given the reactants [H-].[H-].[H-].[H-].[Li+].[Al+3].[NH2:7][CH:8]([CH2:11][C:12]1[C:21]2[C:16](=[CH:17][CH:18]=[CH:19][C:20]=2[CH2:22][CH3:23])[CH:15]=[CH:14][CH:13]=1)[C:9]#[N:10].O.[OH-].[Na+], predict the reaction product. The product is: [CH2:22]([C:20]1[CH:19]=[CH:18][CH:17]=[C:16]2[C:21]=1[C:12]([CH2:11][CH:8]([NH2:7])[CH2:9][NH2:10])=[CH:13][CH:14]=[CH:15]2)[CH3:23]. (5) Given the reactants [CH3:1][O:2][C:3]1[C:11]2[C:6](=[CH:7][C:8]([C:12]([C:18]3[CH:23]=[CH:22][CH:21]=[C:20]([CH3:24])[N:19]=3)=[CH:13][C:14]([NH:16][CH3:17])=[O:15])=[CH:9][CH:10]=2)[NH:5][N:4]=1.N1C2C(=CC=CC=2C(C2C=CC=CC=2)CC(NC)=O)C=C1, predict the reaction product. The product is: [CH3:1][O:2][C:3]1[C:11]2[C:6](=[CH:7][C:8]([CH:12]([C:18]3[CH:23]=[CH:22][CH:21]=[C:20]([CH3:24])[N:19]=3)[CH2:13][C:14]([NH:16][CH3:17])=[O:15])=[CH:9][CH:10]=2)[NH:5][N:4]=1. (6) Given the reactants [P:1]([O:13][CH2:14][CH2:15][N:16]1[CH2:21][CH2:20][NH:19][CH2:18][CH2:17]1)([O:8][C:9]([CH3:12])([CH3:11])[CH3:10])([O:3][C:4]([CH3:7])([CH3:6])[CH3:5])=[O:2].O=[CH:23][CH2:24][C@@H:25]([NH:34][C:35]1[CH:40]=[CH:39][C:38]([S:41]([NH2:44])(=[O:43])=[O:42])=[CH:37][C:36]=1[S:45]([C:48]([F:51])([F:50])[F:49])(=[O:47])=[O:46])[CH2:26][S:27][C:28]1[CH:33]=[CH:32][CH:31]=[CH:30][CH:29]=1.C(O[BH-](OC(=O)C)OC(=O)C)(=O)C.[Na+].[OH-].[Na+], predict the reaction product. The product is: [P:1]([O:13][CH2:14][CH2:15][N:16]1[CH2:17][CH2:18][N:19]([CH2:23][CH2:24][C@@H:25]([NH:34][C:35]2[CH:40]=[CH:39][C:38]([S:41](=[O:42])(=[O:43])[NH2:44])=[CH:37][C:36]=2[S:45]([C:48]([F:50])([F:49])[F:51])(=[O:47])=[O:46])[CH2:26][S:27][C:28]2[CH:29]=[CH:30][CH:31]=[CH:32][CH:33]=2)[CH2:20][CH2:21]1)([O:3][C:4]([CH3:5])([CH3:6])[CH3:7])([O:8][C:9]([CH3:12])([CH3:11])[CH3:10])=[O:2]. (7) Given the reactants [CH2:1]([O:3][C:4](=[O:16])[CH2:5][C:6]1[C:7](=[O:15])[N:8]([N:13]=O)[CH2:9][CH2:10][C:11]=1[CH3:12])[CH3:2], predict the reaction product. The product is: [CH2:1]([O:3][C:4](=[O:16])[CH2:5][C:6]1[C:7](=[O:15])[N:8]([NH2:13])[CH2:9][CH2:10][C:11]=1[CH3:12])[CH3:2].